Dataset: Reaction yield outcomes from USPTO patents with 853,638 reactions. Task: Predict the reaction yield, written as a fraction of the theoretical maximum amount of product (1.0 means a 100% yield; for example, 0.34 means a 34% yield). (1) The reactants are [C:1]([O:5][C:6]([N:8]1[CH2:13][CH2:12][CH:11]([O:14][C:15]2[N:16]=[N:17][C:18]([CH2:35][CH2:36][CH2:37][CH3:38])=[C:19]([C:21]3[CH:26]=[CH:25][C:24]([O:27][CH:28]4[CH2:33][CH2:32][CH2:31][CH2:30][CH2:29]4)=[C:23](Br)[CH:22]=3)[CH:20]=2)[CH2:10][CH2:9]1)=[O:7])([CH3:4])([CH3:3])[CH3:2].CC1(C)C(C)(C)OB([C:47]2[CH:48]=[N:49][NH:50][CH:51]=2)O1.C(=O)([O-])[O-].[Na+].[Na+]. The catalyst is C1C=CC([P]([Pd]([P](C2C=CC=CC=2)(C2C=CC=CC=2)C2C=CC=CC=2)([P](C2C=CC=CC=2)(C2C=CC=CC=2)C2C=CC=CC=2)[P](C2C=CC=CC=2)(C2C=CC=CC=2)C2C=CC=CC=2)(C2C=CC=CC=2)C2C=CC=CC=2)=CC=1.COCCOC. The product is [C:1]([O:5][C:6]([N:8]1[CH2:13][CH2:12][CH:11]([O:14][C:15]2[N:16]=[N:17][C:18]([CH2:35][CH2:36][CH2:37][CH3:38])=[C:19]([C:21]3[CH:26]=[CH:25][C:24]([O:27][CH:28]4[CH2:33][CH2:32][CH2:31][CH2:30][CH2:29]4)=[C:23]([C:47]4[CH:48]=[N:49][NH:50][CH:51]=4)[CH:22]=3)[CH:20]=2)[CH2:10][CH2:9]1)=[O:7])([CH3:4])([CH3:3])[CH3:2]. The yield is 0.190. (2) The reactants are Cl[C:2]1[C:3]2[CH2:17][CH2:16][CH2:15][C:4]=2[N:5]=[C:6]([C:8]2[CH:13]=[CH:12][CH:11]=[C:10]([Cl:14])[CH:9]=2)[N:7]=1.[NH2:18][C:19]1[CH:24]=[CH:23][C:22]([CH2:25][C@@H:26]([OH:28])[CH3:27])=[CH:21][CH:20]=1. No catalyst specified. The product is [Cl:14][C:10]1[CH:9]=[C:8]([C:6]2[N:7]=[C:2]([NH:18][C:19]3[CH:20]=[CH:21][C:22]([CH2:25][C@@H:26]([OH:28])[CH3:27])=[CH:23][CH:24]=3)[C:3]3[CH2:17][CH2:16][CH2:15][C:4]=3[N:5]=2)[CH:13]=[CH:12][CH:11]=1. The yield is 0.800.